This data is from Forward reaction prediction with 1.9M reactions from USPTO patents (1976-2016). The task is: Predict the product of the given reaction. (1) The product is: [OH:25][NH:24][C:3](=[O:2])[CH2:4][CH2:5][CH2:6][CH2:7][CH2:8][CH2:9][C:10]([NH:12][C:13]1[CH:22]=[CH:21][C:16]([C:17]([O:19][CH3:20])=[O:18])=[CH:15][CH:14]=1)=[O:11]. Given the reactants C[O:2][C:3](=O)[CH2:4][CH2:5][CH2:6][CH2:7][CH2:8][CH2:9][C:10]([NH:12][C:13]1[CH:22]=[CH:21][C:16]([C:17]([O:19][CH3:20])=[O:18])=[CH:15][CH:14]=1)=[O:11].[NH2:24][OH:25].O.CO.CCOC(C)=O.CC(O)=O.CC#N, predict the reaction product. (2) Given the reactants CC1C=CC(C(O)=[O:9])=CC=1.[C:11]([C:14]1[CH:21]=[CH:20][C:17]([CH:18]=[O:19])=[CH:16][CH:15]=1)([OH:13])=[O:12].C(#N)C.O.O=[O+][O-], predict the reaction product. The product is: [C:18]([OH:9])(=[O:19])[C:17]1[CH:20]=[CH:21][C:14]([C:11]([OH:13])=[O:12])=[CH:15][CH:16]=1. (3) Given the reactants Cl[C:2]1[C:3]([C:23]2[S:27][C:26]([C:28]3([O:32][CH2:33][O:34][CH3:35])[CH2:31][CH2:30][CH2:29]3)=[N:25][CH:24]=2)=[C:4]2[CH:10]=[C:9]([C:11]#[N:12])[N:8](S(C3C=CC(C)=CC=3)(=O)=O)[C:5]2=[N:6][CH:7]=1.C(O)C.[ClH:39].[NH2:40][OH:41].C(N(CC)CC)C, predict the reaction product. The product is: [Cl:39][C:2]1[C:3]([C:23]2[S:27][C:26]([C:28]3([O:32][CH2:33][O:34][CH3:35])[CH2:31][CH2:30][CH2:29]3)=[N:25][CH:24]=2)=[C:4]2[CH:10]=[C:9](/[C:11](=[N:40]/[OH:41])/[NH2:12])[NH:8][C:5]2=[N:6][CH:7]=1. (4) Given the reactants [Cl:1][C:2]1[CH:7]=[CH:6][C:5]([C:8]2[S:25][C:11]3[N:12]([CH3:24])[C:13](=[O:23])[N:14]([CH2:17][CH2:18][C:19]([O:21][CH3:22])=[O:20])[C:15](=[O:16])[C:10]=3[C:9]=2[CH3:26])=[CH:4][CH:3]=1.C1C(=O)N([Br:34])C(=O)C1.C(OOC(=O)C1C=CC=CC=1)(=O)C1C=CC=CC=1, predict the reaction product. The product is: [Br:34][CH2:26][C:9]1[C:10]2[C:15](=[O:16])[N:14]([CH2:17][CH2:18][C:19]([O:21][CH3:22])=[O:20])[C:13](=[O:23])[N:12]([CH3:24])[C:11]=2[S:25][C:8]=1[C:5]1[CH:6]=[CH:7][C:2]([Cl:1])=[CH:3][CH:4]=1.